This data is from NCI-60 drug combinations with 297,098 pairs across 59 cell lines. The task is: Regression. Given two drug SMILES strings and cell line genomic features, predict the synergy score measuring deviation from expected non-interaction effect. (1) Drug 1: CC12CCC3C(C1CCC2NC(=O)OCC(F)(F)F)CCC4C3(C=CC(=O)N4C)C. Drug 2: CCN(CC)CCNC(=O)C1=C(NC(=C1C)C=C2C3=C(C=CC(=C3)F)NC2=O)C. Cell line: OVCAR3. Synergy scores: CSS=11.9, Synergy_ZIP=1.38, Synergy_Bliss=6.58, Synergy_Loewe=3.04, Synergy_HSA=4.90. (2) Drug 1: C1=CC(=CC=C1CCCC(=O)O)N(CCCl)CCCl. Drug 2: CS(=O)(=O)CCNCC1=CC=C(O1)C2=CC3=C(C=C2)N=CN=C3NC4=CC(=C(C=C4)OCC5=CC(=CC=C5)F)Cl. Cell line: HCC-2998. Synergy scores: CSS=1.19, Synergy_ZIP=-4.68, Synergy_Bliss=-7.31, Synergy_Loewe=-11.2, Synergy_HSA=-9.03.